Dataset: Forward reaction prediction with 1.9M reactions from USPTO patents (1976-2016). Task: Predict the product of the given reaction. (1) Given the reactants [CH2:1]([N:3]1[CH:20]([C:21]2[CH:26]=[CH:25][CH:24]=[CH:23][CH:22]=2)[CH2:19][O:18][C:5]2([CH2:10][CH2:9][N:8](C(OC(C)(C)C)=O)[CH2:7][CH2:6]2)[CH2:4]1)[CH3:2].[ClH:27], predict the reaction product. The product is: [ClH:27].[CH2:1]([N:3]1[CH:20]([C:21]2[CH:26]=[CH:25][CH:24]=[CH:23][CH:22]=2)[CH2:19][O:18][C:5]2([CH2:10][CH2:9][NH:8][CH2:7][CH2:6]2)[CH2:4]1)[CH3:2]. (2) The product is: [N+:1]([C:4]1[CH:5]=[C:6]([C:11]2[CH:16]=[CH:15][CH:14]=[CH:13][C:12]=2[O:17][CH:18]([F:19])[F:20])[CH:7]=[CH:8][C:9]=1[NH:10][C:31]([C:27]1[N:28]([CH3:30])[N:29]=[C:25]([C:21]([CH3:24])([CH3:23])[CH3:22])[CH:26]=1)=[O:32])([O-:3])=[O:2]. Given the reactants [N+:1]([C:4]1[CH:5]=[C:6]([C:11]2[CH:16]=[CH:15][CH:14]=[CH:13][C:12]=2[O:17][CH:18]([F:20])[F:19])[CH:7]=[CH:8][C:9]=1[NH2:10])([O-:3])=[O:2].[C:21]([C:25]1[CH:26]=[C:27]([C:31](O)=[O:32])[N:28]([CH3:30])[N:29]=1)([CH3:24])([CH3:23])[CH3:22].F[P-](F)(F)(F)(F)F.N1(O[P+](N(C)C)(N(C)C)N(C)C)C2C=CC=CC=2N=N1.[H-].[Na+], predict the reaction product. (3) Given the reactants [CH2:1]([O:3][C:4]([C:6]1[C:15](=[O:16])[C:14]2[C:9](=[N:10][C:11]([N:26]=[N+]=[N-])=[C:12]([CH2:17][C:18]3[CH:23]=[CH:22][CH:21]=[C:20]([Cl:24])[C:19]=3[F:25])[CH:13]=2)[N:8]([C@H:29]([C:34]([CH3:42])([CH3:41])[O:35][SiH2:36][C:37]([CH3:40])([CH3:39])[CH3:38])[C:30]([CH3:33])([CH3:32])[CH3:31])[CH:7]=1)=[O:5])[CH3:2], predict the reaction product. The product is: [CH2:1]([O:3][C:4]([C:6]1[C:15](=[O:16])[C:14]2[C:9](=[N:10][C:11]([NH2:26])=[C:12]([CH2:17][C:18]3[CH:23]=[CH:22][CH:21]=[C:20]([Cl:24])[C:19]=3[F:25])[CH:13]=2)[N:8]([C@H:29]([C:34]([CH3:41])([CH3:42])[O:35][SiH2:36][C:37]([CH3:40])([CH3:39])[CH3:38])[C:30]([CH3:31])([CH3:32])[CH3:33])[CH:7]=1)=[O:5])[CH3:2]. (4) Given the reactants Cl[C:2]1[C:7]([N+:8]([O-:10])=[O:9])=[C:6]([NH:11][CH2:12][CH2:13][CH2:14][CH2:15][CH2:16][OH:17])[C:5]([CH3:18])=[C:4]([CH3:19])[N:3]=1.O.O.O.O.O.O.O.[Cl-].[Ce+3].[Cl-].[Cl-].[N-:31]=[N+:32]=[N-:33].[Na+].C(#N)C, predict the reaction product. The product is: [CH3:19][C:4]1[N:3]2[N:31]=[N:32][N:33]=[C:2]2[C:7]([N+:8]([O-:10])=[O:9])=[C:6]([NH:11][CH2:12][CH2:13][CH2:14][CH2:15][CH2:16][OH:17])[C:5]=1[CH3:18].